Dataset: Forward reaction prediction with 1.9M reactions from USPTO patents (1976-2016). Task: Predict the product of the given reaction. (1) Given the reactants FC(F)(F)S(O[C:7]1[CH:12]=[CH:11][C:10]([C:13]([CH3:16])([CH3:15])[CH3:14])=[C:9]([Cl:17])[CH:8]=1)(=O)=O.[CH:20]([Sn](CCCC)(CCCC)CCCC)=[CH2:21].[Li+].[Cl-], predict the reaction product. The product is: [C:13]([C:10]1[CH:11]=[CH:12][C:7]([CH:20]=[CH2:21])=[CH:8][C:9]=1[Cl:17])([CH3:16])([CH3:15])[CH3:14]. (2) Given the reactants [CH2:1]([O:3][C:4]([CH:6]1[C:15]([CH:16]=O)=[CH:14][C:13]2[C:8](=[CH:9][CH:10]=[CH:11][C:12]=2[Cl:18])[O:7]1)=[O:5])C.[CH3:19][O:20][C:21](=[O:31])[C@@H:22]([NH2:30])[CH2:23][CH:24]1[CH2:29][CH2:28][CH2:27][CH2:26][CH2:25]1.CCN(C(C)C)C(C)C.C([BH3-])#N.[Na+].C(O)(=O)C, predict the reaction product. The product is: [CH3:1][O:3][C:4]([C:6]1[O:7][C:8]2[C:13]([CH2:14][C:15]=1[CH2:16][NH:30][C@H:22]([C:21]([O:20][CH3:19])=[O:31])[CH2:23][CH:24]1[CH2:29][CH2:28][CH2:27][CH2:26][CH2:25]1)=[C:12]([Cl:18])[CH:11]=[CH:10][CH:9]=2)=[O:5]. (3) Given the reactants [C:1]([C:3](=[C:8]([NH:11][C:12]1[CH:13]=[N:14][CH:15]=[CH:16][C:17]=1[CH3:18])SC)[C:4]([O:6]C)=O)#[N:2].Cl.[CH:20]1([CH2:26][C:27]([NH2:29])=[NH:28])[CH2:25][CH2:24][CH2:23][CH2:22][CH2:21]1.C(=O)([O-])[O-].[K+].[K+], predict the reaction product. The product is: [CH:20]1([CH2:26][C:27]2[NH:29][C:4](=[O:6])[C:3]([C:1]#[N:2])=[C:8]([NH:11][C:12]3[CH:13]=[N:14][CH:15]=[CH:16][C:17]=3[CH3:18])[N:28]=2)[CH2:25][CH2:24][CH2:23][CH2:22][CH2:21]1. (4) Given the reactants [NH2:1][C:2]1[C:7]([N+:8]([O-:10])=[O:9])=[CH:6][C:5]([CH2:11][CH:12]2[CH2:17][CH2:16][CH2:15][CH2:14][CH2:13]2)=[CH:4][N:3]=1, predict the reaction product. The product is: [NH2:1][C:2]1[C:7]([N+:8]([O-:10])=[O:9])=[CH:6][C:5]([CH2:11][CH:12]2[CH2:13][CH2:14][CH2:15][CH2:16][CH2:17]2)=[CH:4][N:3]=1.[NH2:1][C:2]1[C:7]([NH2:8])=[CH:6][C:5]([CH2:11][CH:12]2[CH2:13][CH2:14][CH2:15][CH2:16][CH2:17]2)=[CH:4][N:3]=1. (5) The product is: [CH:9]1([CH2:10][C:6]#[C:5][Si:2]([CH3:4])([CH3:3])[CH3:1])[CH2:7][CH2:8]1. Given the reactants [CH3:1][Si:2]([C:5]#[CH:6])([CH3:4])[CH3:3].[CH2:7]([Li])[CH2:8][CH2:9][CH3:10].CCCCCC.CN(P(N(C)C)(N(C)C)=O)C.BrCC1CC1, predict the reaction product.